This data is from Peptide-MHC class I binding affinity with 185,985 pairs from IEDB/IMGT. The task is: Regression. Given a peptide amino acid sequence and an MHC pseudo amino acid sequence, predict their binding affinity value. This is MHC class I binding data. (1) The peptide sequence is EQRLIDICV. The MHC is HLA-A26:01 with pseudo-sequence HLA-A26:01. The binding affinity (normalized) is 0.0847. (2) The MHC is HLA-A02:06 with pseudo-sequence HLA-A02:06. The peptide sequence is QVPLRPMTFK. The binding affinity (normalized) is 0.